This data is from Full USPTO retrosynthesis dataset with 1.9M reactions from patents (1976-2016). The task is: Predict the reactants needed to synthesize the given product. (1) The reactants are: [CH2:1]([N:8]1[C:13]2[CH:14]=[C:15]([C:17]3[CH:22]=[CH:21][CH:20]=[CH:19][CH:18]=3)[S:16][C:12]=2[C:11](=[O:23])[N:10]([CH:24]2[CH2:29][CH2:28][N:27](C(OC(C)(C)C)=O)[CH2:26][CH2:25]2)[C:9]1=[O:37])[C:2]1[CH:7]=[CH:6][CH:5]=[CH:4][CH:3]=1.[ClH:38]. Given the product [ClH:38].[CH2:1]([N:8]1[C:13]2[CH:14]=[C:15]([C:17]3[CH:22]=[CH:21][CH:20]=[CH:19][CH:18]=3)[S:16][C:12]=2[C:11](=[O:23])[N:10]([CH:24]2[CH2:29][CH2:28][NH:27][CH2:26][CH2:25]2)[C:9]1=[O:37])[C:2]1[CH:3]=[CH:4][CH:5]=[CH:6][CH:7]=1, predict the reactants needed to synthesize it. (2) Given the product [C:1]([NH:4][CH:5]([CH2:6][C:7]1[CH:12]=[CH:11][C:10]([NH2:13])=[C:9]([CH2:14][CH3:15])[CH:8]=1)[C:16]([O:18][CH2:27][CH:26]=[CH2:25])=[O:17])(=[O:3])[CH3:2], predict the reactants needed to synthesize it. The reactants are: [C:1]([NH:4][C@H:5]([C:16]([OH:18])=[O:17])[CH2:6][C:7]1[CH:12]=[CH:11][C:10]([NH2:13])=[C:9]([CH2:14][CH3:15])[CH:8]=1)(=[O:3])[CH3:2].C([O-])([O-])=O.[Cs+].[Cs+].[CH2:25](Br)[CH:26]=[CH2:27]. (3) Given the product [C@@H:16]12[CH2:17][C@@H:18]1[CH2:19][C@@H:20]([C:21]1[NH:25][C:24]3[CH:26]=[CH:27][C:28]([C:30]4[CH:39]=[CH:38][C:37]5[C:32](=[CH:33][CH:34]=[C:35]([C:40]6[NH:41][C:42]([C@@H:46]7[CH2:51][C@@H:50]8[C@@H:48]([CH2:49]8)[NH:47]7)=[N:43][C:44]=6[Cl:45])[CH:36]=5)[CH:31]=4)=[CH:29][C:23]=3[N:22]=1)[NH:15]2, predict the reactants needed to synthesize it. The reactants are: C(O)(C(F)(F)F)=O.C(OC([N:15]1[C@H:20]([C:21]2[NH:25][C:24]3[CH:26]=[CH:27][C:28]([C:30]4[CH:31]=[C:32]5[C:37](=[CH:38][CH:39]=4)[CH:36]=[C:35]([C:40]4[N:41]=[C:42]([C@@H:46]6[CH2:51][C@@H:50]7[C@@H:48]([CH2:49]7)[N:47]6C(OC(C)(C)C)=O)[NH:43][C:44]=4[Cl:45])[CH:34]=[CH:33]5)=[CH:29][C:23]=3[N:22]=2)[CH2:19][C@@H:18]2[C@H:16]1[CH2:17]2)=O)(C)(C)C. (4) Given the product [CH3:36][S:37]([N:12]1[CH2:13][CH2:14][CH:9]([CH2:8][N:7]2[C:2](=[O:1])[CH:3]=[CH:4][C:5]3[C:17]([C:18]4[CH:19]=[CH:20][CH:21]=[CH:22][CH:23]=4)=[C:16]([C:24]([O:26][CH2:27][CH3:28])=[O:25])[S:15][C:6]2=3)[CH2:10][CH2:11]1)(=[O:39])=[O:38], predict the reactants needed to synthesize it. The reactants are: [O:1]=[C:2]1[N:7]([CH2:8][CH:9]2[CH2:14][CH2:13][NH:12][CH2:11][CH2:10]2)[C:6]2[S:15][C:16]([C:24]([O:26][CH2:27][CH3:28])=[O:25])=[C:17]([C:18]3[CH:23]=[CH:22][CH:21]=[CH:20][CH:19]=3)[C:5]=2[CH:4]=[CH:3]1.C(N(CC)CC)C.[CH3:36][S:37](Cl)(=[O:39])=[O:38]. (5) Given the product [CH2:1]([PH:10](=[O:9])[OH:11])[CH2:2][CH2:3][CH2:4][CH2:5][CH2:6][CH2:7][CH3:8], predict the reactants needed to synthesize it. The reactants are: [CH2:1]=[CH:2][CH2:3][CH2:4][CH2:5][CH2:6][CH2:7][CH3:8].[OH:9][P:10]=[O:11].C1C(C(OOC(C)(C)C)=O)=CC=CC=1.O. (6) Given the product [Cl:8][C:6]1[CH:5]=[CH:4][C:3]([F:9])=[C:2]([CH:7]=1)[C:18]([CH:20]1[CH2:25][CH2:24][N:23]([C:26]([O:28][C:29]([CH3:32])([CH3:31])[CH3:30])=[O:27])[CH2:22][CH2:21]1)=[O:19], predict the reactants needed to synthesize it. The reactants are: Br[C:2]1[CH:7]=[C:6]([Cl:8])[CH:5]=[CH:4][C:3]=1[F:9].[Li]CCCC.CON(C)[C:18]([CH:20]1[CH2:25][CH2:24][N:23]([C:26]([O:28][C:29]([CH3:32])([CH3:31])[CH3:30])=[O:27])[CH2:22][CH2:21]1)=[O:19]. (7) Given the product [CH:1]1([C:4]2[CH:48]=[CH:47][C:7]([CH2:8][O:9][C:10]3[CH:15]=[CH:14][C:13]([CH:16]4[CH2:17][N:18]([C:20]([C:22]5[CH:27]=[C:26]([CH2:28][O:29][CH2:30][C:31]([CH2:32][OH:33])([CH2:36][OH:35])[CH2:43][OH:44])[CH:25]=[CH:24][N:23]=5)=[O:21])[CH2:19]4)=[CH:12][C:11]=3[O:45][CH3:46])=[CH:6][CH:5]=2)[CH2:2][CH2:3]1, predict the reactants needed to synthesize it. The reactants are: [CH:1]1([C:4]2[CH:48]=[CH:47][C:7]([CH2:8][O:9][C:10]3[CH:15]=[CH:14][C:13]([CH:16]4[CH2:19][N:18]([C:20]([C:22]5[CH:27]=[C:26]([CH2:28][O:29][CH2:30][C:31]6([CH2:43][OH:44])[CH2:36][O:35]C(C7C=CC=CC=7)[O:33][CH2:32]6)[CH:25]=[CH:24][N:23]=5)=[O:21])[CH2:17]4)=[CH:12][C:11]=3[O:45][CH3:46])=[CH:6][CH:5]=2)[CH2:3][CH2:2]1.Cl.[OH-].[Na+].C([O-])(O)=O.[Na+]. (8) Given the product [CH3:8][C:6]1[CH:5]=[CH:4][N:3]=[C:2]([N:9]2[CH2:14][CH2:13][CH:12]([C:15]([O:17][CH2:18][CH3:19])=[O:16])[CH2:11][CH2:10]2)[CH:7]=1, predict the reactants needed to synthesize it. The reactants are: Br[C:2]1[CH:7]=[C:6]([CH3:8])[CH:5]=[CH:4][N:3]=1.[NH:9]1[CH2:14][CH2:13][CH:12]([C:15]([O:17][CH2:18][CH3:19])=[O:16])[CH2:11][CH2:10]1.CCN(C(C)C)C(C)C. (9) Given the product [C:1]([O:5][C:6]([NH:8][C@@H:9]([C:18]1[CH:23]=[CH:22][CH:21]=[CH:20][CH:19]=1)[C:10]([F:17])([F:16])[C:11]([OH:13])=[O:12])=[O:7])([CH3:4])([CH3:2])[CH3:3], predict the reactants needed to synthesize it. The reactants are: [C:1]([O:5][C:6]([NH:8][C@@H:9]([C:18]1[CH:23]=[CH:22][CH:21]=[CH:20][CH:19]=1)[C:10]([F:17])([F:16])[C:11]([O:13]CC)=[O:12])=[O:7])([CH3:4])([CH3:3])[CH3:2].[OH-].[Na+]. (10) The reactants are: Cl[CH2:2][Si:3]([CH3:6])([CH3:5])[Cl:4].[Cl:7][SiH:8]([Cl:10])[Cl:9]. Given the product [Cl:7][Si:8]([Cl:10])([Cl:9])[CH2:2][Si:3]([Cl:4])([CH3:6])[CH3:5], predict the reactants needed to synthesize it.